Dataset: Experimentally validated miRNA-target interactions with 360,000+ pairs, plus equal number of negative samples. Task: Binary Classification. Given a miRNA mature sequence and a target amino acid sequence, predict their likelihood of interaction. (1) The miRNA is hsa-miR-6810-5p with sequence AUGGGGACAGGGAUCAGCAUGGC. The protein sequence of the target gene is MGLQACLLGLFALILSGKCSYSPEPDQRRTLPPGWVSLGRADPEEELSLTFALRQQNVERLSELVQAVSDPSSPQYGKYLTLENVADLVRPSPLTLHTVQKWLLAAGAQKCHSVITQDFLTCWLSIRQAELLLPGAEFHHYVGGPTETHVVRSPHPYQLPQALAPHVDFVGGLHRFPPTSSLRQRPEPQVTGTVGLHLGVTPSVIRKRYNLTSQDVGSGTSNNSQACAQFLEQYFHDSDLAQFMRLFGGNFAHQASVARVVGQQGRGRAGIEASLDVQYLMSAGANISTWVYSSPGRHEG.... Result: 1 (interaction). (2) The miRNA is hsa-miR-6784-5p with sequence GCCGGGGCUUUGGGUGAGGG. The protein sequence of the target gene is MATTATCTRFTDDYQLFEELGKGAFSVVRRCVKKTSTQEYAAKIINTKKLSARDHQKLEREARICRLLKHPNIVRLHDSISEEGFHYLVFDLVTGGELFEDIVAREYYSEADASHCIHQILESVNHIHQHDIVHRDLKPENLLLASKCKGAAVKLADFGLAIEVQGEQQAWFGFAGTPGYLSPEVLRKDPYGKPVDIWACGVILYILLVGYPPFWDEDQHKLYQQIKAGAYDFPSPEWDTVTPEAKNLINQMLTINPAKRITADQALKHPWVCQRSTVASMMHRQETVECLRKFNARRKL.... Result: 0 (no interaction). (3) The miRNA is hsa-miR-3190-3p with sequence UGUGGAAGGUAGACGGCCAGAGA. The protein sequence of the target gene is MSGKHYKGPEVSCCIKYFIFGFNVIFWFLGITFLGIGLWAWNEKGVLSNISSITDLGGFDPVWLFLVVGGVMFILGFAGCIGALRENTFLLKFFSVFLGIIFFLELTAGVLAFVFKDWIKDQLYFFINNNIRAYRDDIDLQNLIDFTQEYWQCCGAFGADDWNLNIYFNCTDSNASRERCGVPFSCCTKDPAEDVINTQCGYDARQKPEVDQQIVIYTKGCVPQFEKWLQDNLTIVAGIFIGIALLQIFGICLAQNLVSDIEAVRASW. Result: 0 (no interaction). (4) The miRNA is ath-miR398b-3p with sequence UGUGUUCUCAGGUCACCCCUG. The protein sequence of the target gene is MAEEEVAKLEKHLMLLRQEYVKLQKKLAETEKRCTLLAAQANKENSNESFISRLLAIVAGLYEQEQYSDLKIKVGDRHISAHKFVLAARSDSWSLANLSSTEEIDLSDANPEVTMTMLRWIYTDELEFREDDVFLTELMKLANRFQLQLLRERCEKGVMSLVNVRNCIRFYQTAEELNASTLMNYCAEIIASHWDDLRKEDFSSLSAQLLYKMIKSKTEYPLHKAIKVEREDVVFLYLIEMDSQLPGKLNETDHNGDLALDLALSRRLESIATTLVSHKADVDMVDKNGWSLLHKGIQRG.... Result: 0 (no interaction). (5) The miRNA is hsa-miR-6771-5p with sequence CUCGGGAGGGCAUGGGCCAGGC. The protein sequence of the target gene is MAAEVLPSARWQYCGAPDGSQRAVLVQFSNGKLQSPGNMRFTLYENKDSTNPRKRNQRILAAETDRLSYVGNNFGTGALKCNTLCRHFVGILNKTSGQMEVYDAELFNMQPLFSDVSVESELALESQTKTYREKMDSCIEAFGTTKQKRALNTRRMNRVGNESLNRAVAKAAETIIDTKGVTALVSDAIHNDLQDDSLYLPPCYDDAAKPEDVYKFEDLLSPAEYEALQSPSEAFRNVTSEEILKMIEENSHCTFVIEALKSLPSDVESRDRQARCIWFLDTLIKFRAHRVVKRKSALGP.... Result: 1 (interaction). (6) The miRNA is hsa-miR-548q with sequence GCUGGUGCAAAAGUAAUGGCGG. The protein sequence of the target gene is MRKLFSFGRRLGQALLSSMDQEYAGPGYDIRDWELRKIHRAAIKGDAAEVERCLTRRFRDLDARDRKDRTVLHLACAHGRVQVVTLLLHRRCQIDICDRLNRTPLMKAVHSQEEACAIVLLECGANPNIEDIYGNTALHYAVYNKGTSLAERLLSHHANIEALNKEGNTPLLFAINSRRQHMVEFLLKNQANIHAVDNFKRTALILAVQHNLSSIVTLLLQQNIRISSQDMFGQTAEDYALCSDLRSIRQQILEHKNKMLKNHLRNDNQETAAMKPANLKKRKERAKAEHNLKVASEEKQ.... Result: 0 (no interaction). (7) The miRNA is hsa-miR-3920 with sequence ACUGAUUAUCUUAACUCUCUGA. The protein sequence of the target gene is MELPAVGEHVFAVESIEKKRIRKGRVEYLVKWRGWSPKYNTWEPEENILDPRLLIAFQNRERQEQLMGYRKRGPKPKPLVVQVPTFARRSNVLTGLQDSSADNRAKLELGTQGKGQGHQYELNSKKHHQYQPHSKERSGKPPPPGKSGKYYYQLNSKKHHPYQPDPKMYDLQYQGGHKEAPSPTCPDLGTKSHPPDKWAHGAAAKGYLGAVKPLGGGAGAPGKGSEKGPPNGMTPAPKEAVTGNGIGGKMKIVKNKNKNGRIVIVMSKYMENGMQAVKIKSGEAAEGEARSPSHKKRAAE.... Result: 0 (no interaction). (8) The miRNA is hsa-miR-3135b with sequence GGCUGGAGCGAGUGCAGUGGUG. The protein sequence of the target gene is MAVVSAVRWLGLRSRLGQPLTGRRAGLCEQARSCRFYSGSATLSKVEGTDVTGIEEVVIPKKKTWDKVAVLQALASTVNRDTTAVPYVFQDDPYLMPASSLESRSFLLAKKSGENVAKFIINSYPKYFQKDIAEPHIPCLMPEYFEPQIKDISEAALKERIELRKVKASVDMFDQLLQAGTTVSLETTNSLLDLLCYYGDQEPSTDYHFQQTGQSEALEEENDETSRRKAGHQFGVTWRAKNNAERIFSLMPEKNEHSYCTMIRGMVKHRAYEQALNLYTELLNNRLHADVYTFNALIEA.... Result: 1 (interaction). (9) The miRNA is mmu-miR-193a-3p with sequence AACUGGCCUACAAAGUCCCAGU. The protein sequence of the target gene is MWPPDAEPEPDPESAHGPRSGRTVPGLRALLPARAFLCSLKGRLLLAESGLSFITFICYVVSSASAFLTVPLLEFLLAVYFLFADAMQLNDKWQGLCWPMMDFLRCVTAALIYFVISITAVAKYSDGAYKAAGVFGFFATIVFAIDFYLIFNEVAKFLKQGDSGNETTAHRTEEENSNSDSDSD. Result: 0 (no interaction). (10) The miRNA is hsa-miR-6513-5p with sequence UUUGGGAUUGACGCCACAUGUCU. The protein sequence of the target gene is MVFTPEDRLGKQCLLLPLLLLAAWKVGSGQLHYSVPEEAKHGTFVGRIAQDLGLELAELVPRLFRMASKDREDLLEVNLQNGILFVNSRIDREELCGRSAECSIHLEVIVDRPLQVFHVDVEVRDINDNPPLFPVEEQRVLIYESRLPDSVFPLEGASDADVGSNSILTYKLSSSEYFGLDVKINSDDNKQIGLLLKKSLDREEAPAHNLFLTATDGGKPELTGTVQLLVTVLDVNDNAPTFEQSEYEVRIFENADNGTTVIRLNASDRDEGANGAISYSFNSLVAAMVIDHFSIDRNTG.... Result: 1 (interaction).